From a dataset of Forward reaction prediction with 1.9M reactions from USPTO patents (1976-2016). Predict the product of the given reaction. (1) Given the reactants [CH3:1][C:2]1[C:6]2=[N:7][CH:8]=[CH:9][CH:10]=[C:5]2[S:4][CH:3]=1.C([Li])CCC.[CH2:16]([CH:18]([C:21]1[N:26]2[N:27]=[C:28]([CH3:31])[C:29](I)=[C:25]2[N:24]=[C:23]([CH3:32])[CH:22]=1)[CH2:19][CH3:20])[CH3:17], predict the reaction product. The product is: [CH2:16]([CH:18]([C:21]1[N:26]2[N:27]=[C:28]([CH3:31])[C:29]([C:3]3[S:4][C:5]4[C:6](=[N:7][CH:8]=[CH:9][CH:10]=4)[C:2]=3[CH3:1])=[C:25]2[N:24]=[C:23]([CH3:32])[CH:22]=1)[CH2:19][CH3:20])[CH3:17]. (2) Given the reactants CC1C=CC(S(NC2C=C(C3C=CC4N(C=C(NC(=O)C)N=4)N=3)C=CC=2)(=O)=O)=CC=1.Cl[C:32]1[CH:33]=[CH:34][C:35]2[N:36]([CH:38]=[C:39]([NH:41][C:42](=[O:44])[CH3:43])[N:40]=2)[N:37]=1.[CH3:45][S:46]([C:49]1[CH:50]=[C:51](B(O)O)[CH:52]=[N:53][CH:54]=1)(=[O:48])=[O:47], predict the reaction product. The product is: [CH3:45][S:46]([C:49]1[CH:50]=[C:51]([C:32]2[CH:33]=[CH:34][C:35]3[N:36]([CH:38]=[C:39]([NH:41][C:42](=[O:44])[CH3:43])[N:40]=3)[N:37]=2)[CH:52]=[N:53][CH:54]=1)(=[O:48])=[O:47]. (3) Given the reactants [CH:1]1([N:6]2[C:14]3[C:13]([C:15]([O:17][CH3:18])=[O:16])=[CH:12][NH:11][C:10](=O)[C:9]=3[CH:8]=[CH:7]2)[CH2:5][CH2:4][CH2:3][CH2:2]1.P(Cl)(Cl)([Cl:22])=O.[OH-].[Na+], predict the reaction product. The product is: [Cl:22][CH:10]1[C:9]2[CH:8]=[CH:7][N:6]([CH:1]3[CH2:5][CH2:4][CH2:3][CH2:2]3)[C:14]=2[C:13]([C:15]([O:17][CH3:18])=[O:16])=[CH:12][NH:11]1. (4) The product is: [OH:2][C:3]1[CH:4]=[CH:5][C:6]([CH2:9][CH2:10][CH2:11][CH2:12][OH:13])=[CH:7][CH:8]=1. Given the reactants C[O:2][C:3]1[CH:8]=[CH:7][C:6]([CH2:9][CH2:10][CH2:11][CH2:12][OH:13])=[CH:5][CH:4]=1.B(Br)(Br)Br, predict the reaction product. (5) Given the reactants Br[C:2]1[C:3]([O:9][CH3:10])=[N:4][C:5]([NH2:8])=[N:6][CH:7]=1.C([O-])(=O)C.[K+].[CH3:16][C:17]1([CH3:33])[C:21]([CH3:23])([CH3:22])[O:20][B:19]([B:19]2[O:20][C:21]([CH3:23])([CH3:22])[C:17]([CH3:33])([CH3:16])[O:18]2)[O:18]1.COC1C=CN=C(N)N=1.B(O)O, predict the reaction product. The product is: [CH3:10][O:9][C:3]1[C:2]([B:19]2[O:20][C:21]([CH3:23])([CH3:22])[C:17]([CH3:33])([CH3:16])[O:18]2)=[CH:7][N:6]=[C:5]([NH2:8])[N:4]=1.